This data is from Forward reaction prediction with 1.9M reactions from USPTO patents (1976-2016). The task is: Predict the product of the given reaction. The product is: [S:14]([C:11]1[CH:12]=[CH:13][C:8]([CH3:18])=[CH:9][CH:10]=1)([O:5][CH2:4][CH2:3][C:2]([F:7])([F:6])[F:1])(=[O:16])=[O:15]. Given the reactants [F:1][C:2]([F:7])([F:6])[CH2:3][CH2:4][OH:5].[C:8]1([CH3:18])[CH:13]=[CH:12][C:11]([S:14](Cl)(=[O:16])=[O:15])=[CH:10][CH:9]=1, predict the reaction product.